From a dataset of Forward reaction prediction with 1.9M reactions from USPTO patents (1976-2016). Predict the product of the given reaction. (1) Given the reactants C(O)C.[CH:4]1([N:7]2[C:16]3[C:11](=[CH:12][CH:13]=[C:14]([C:21]4[CH:22]=[C:23]5[C:27](=[CH:28][CH:29]=4)[C@@H:26]([CH3:30])[NH:25][CH2:24]5)[C:15]=3[O:17][CH:18]([F:20])[F:19])[C:10](=[O:31])[C:9]([C:32]([OH:34])=[O:33])=[CH:8]2)[CH2:6][CH2:5]1.[C:35]([OH:47])(=[O:46])[CH2:36][C:37]([CH2:42][C:43]([OH:45])=[O:44])([C:39]([OH:41])=[O:40])[OH:38], predict the reaction product. The product is: [C:35]([OH:47])(=[O:46])[CH2:36][C:37]([CH2:42][C:43]([OH:45])=[O:44])([C:39]([OH:41])=[O:40])[OH:38].[CH:4]1([N:7]2[C:16]3[C:11](=[CH:12][CH:13]=[C:14]([C:21]4[CH:22]=[C:23]5[C:27](=[CH:28][CH:29]=4)[C@@H:26]([CH3:30])[NH:25][CH2:24]5)[C:15]=3[O:17][CH:18]([F:20])[F:19])[C:10](=[O:31])[C:9]([C:32]([OH:34])=[O:33])=[CH:8]2)[CH2:6][CH2:5]1. (2) Given the reactants Cl.[NH:2]1[CH2:10][CH2:9][CH2:8][C@H:3]1[C:4]([O:6][CH3:7])=[O:5].CCN(C(C)C)C(C)C.[Cl:20][C:21]1[CH:22]=[C:23]([S:28](Cl)(=[O:30])=[O:29])[CH:24]=[C:25]([Cl:27])[CH:26]=1, predict the reaction product. The product is: [Cl:27][C:25]1[CH:24]=[C:23]([S:28]([N:2]2[CH2:10][CH2:9][CH2:8][C@H:3]2[C:4]([O:6][CH3:7])=[O:5])(=[O:29])=[O:30])[CH:22]=[C:21]([Cl:20])[CH:26]=1.